Predict which catalyst facilitates the given reaction. From a dataset of Catalyst prediction with 721,799 reactions and 888 catalyst types from USPTO. (1) Reactant: [C:1]([N:11]1[CH2:16][CH2:15][N:14]([C:17]2[CH:22]=[CH:21][C:20](Cl)=[CH:19][C:18]=2[N+:24]([O-])=O)[CH:13]([C:27](O)=[O:28])[CH2:12]1)([O:3][CH2:4][C:5]1[CH:10]=[CH:9][CH:8]=[CH:7][CH:6]=1)=[O:2].[ClH:30]. Product: [Cl:30][C:21]1[CH:22]=[C:17]2[C:18]([NH:24][C:27](=[O:28])[CH:13]3[CH2:12][N:11]([C:1]([O:3][CH2:4][C:5]4[CH:10]=[CH:9][CH:8]=[CH:7][CH:6]=4)=[O:2])[CH2:16][CH2:15][N:14]32)=[CH:19][CH:20]=1. The catalyst class is: 180. (2) Reactant: [NH2:1][C@H:2]1[CH2:7][CH2:6][CH2:5][CH2:4][C@H:3]1[NH:8][C:9]1[CH:16]=[CH:15][C:12]([C:13]#[N:14])=[C:11]([NH:17][C:18]2[CH:23]=[C:22]([CH3:24])[CH:21]=[C:20]([CH3:25])[N:19]=2)[CH:10]=1.[OH-:26].[Na+].OO. Product: [NH2:1][C@H:2]1[CH2:7][CH2:6][CH2:5][CH2:4][C@H:3]1[NH:8][C:9]1[CH:16]=[CH:15][C:12]([C:13]([NH2:14])=[O:26])=[C:11]([NH:17][C:18]2[CH:23]=[C:22]([CH3:24])[CH:21]=[C:20]([CH3:25])[N:19]=2)[CH:10]=1. The catalyst class is: 16. (3) Reactant: [CH3:1][O:2][C:3](=[O:14])[CH2:4][O:5][C:6]1[CH:11]=[CH:10][C:9]([F:12])=[C:8]([NH2:13])[CH:7]=1.C([O:17][C:18](=O)[CH:19]([CH2:24][C:25]1[CH:30]=[CH:29][C:28]([Cl:31])=[CH:27][CH:26]=1)[C:20](=O)[CH2:21][CH3:22])C. Product: [CH3:1][O:2][C:3](=[O:14])[CH2:4][O:5][C:6]1[CH:11]=[CH:10][C:9]([F:12])=[C:8]2[C:7]=1[C:18](=[O:17])[C:19]([CH2:24][C:25]1[CH:26]=[CH:27][C:28]([Cl:31])=[CH:29][CH:30]=1)=[C:20]([CH2:21][CH3:22])[NH:13]2. The catalyst class is: 6.